Dataset: Catalyst prediction with 721,799 reactions and 888 catalyst types from USPTO. Task: Predict which catalyst facilitates the given reaction. (1) Reactant: [F:1][C:2]1[CH:3]=[CH:4][CH:5]=[C:6]2[C:11]=1[NH:10][C:9](=[O:12])[CH2:8][CH2:7]2.[N+:13]([O-])([OH:15])=[O:14]. Product: [F:1][C:2]1[CH:3]=[C:4]([N+:13]([O-:15])=[O:14])[CH:5]=[C:6]2[C:11]=1[NH:10][C:9](=[O:12])[CH2:8][CH2:7]2. The catalyst class is: 65. (2) Reactant: [Cl:1][C:2]1[C:7]([Cl:8])=[CH:6][CH:5]=[CH:4][C:3]=1[CH2:9][CH:10]([C:13]#[N:14])[C:11]#[N:12].O.[NH2:16][NH2:17]. Product: [Cl:1][C:2]1[C:7]([Cl:8])=[CH:6][CH:5]=[CH:4][C:3]=1[CH2:9][C:10]1[C:11]([NH2:12])=[N:16][NH:17][C:13]=1[NH2:14]. The catalyst class is: 8.